From a dataset of Full USPTO retrosynthesis dataset with 1.9M reactions from patents (1976-2016). Predict the reactants needed to synthesize the given product. (1) Given the product [F:23][C:20]1[CH:21]=[CH:22][C:17]([C:10]([C:11]2[N:15]([CH3:16])[N:14]=[N:13][N:12]=2)=[N:9][O:8][CH2:7][C:5]2[N:6]=[C:2]([C:25]#[C:26][CH2:27][CH2:28][CH3:29])[S:3][CH:4]=2)=[CH:18][C:19]=1[CH3:24], predict the reactants needed to synthesize it. The reactants are: Br[C:2]1[S:3][CH:4]=[C:5]([CH2:7][O:8][N:9]=[C:10]([C:17]2[CH:22]=[CH:21][C:20]([F:23])=[C:19]([CH3:24])[CH:18]=2)[C:11]2[N:15]([CH3:16])[N:14]=[N:13][N:12]=2)[N:6]=1.[CH:25]#[C:26][CH2:27][CH2:28][CH3:29].C(N(CC)C(C)C)(C)C.C(OCC)(=O)C. (2) Given the product [O:10]([CH2:17][CH2:18][C@@H:19]1[CH2:24][CH2:23][C@H:22]([CH2:25][NH:26][C:6]([C:4]2[N:3]=[CH:2][NH:1][CH:5]=2)=[O:8])[CH2:21][CH2:20]1)[C:11]1[CH:16]=[CH:15][CH:14]=[CH:13][CH:12]=1, predict the reactants needed to synthesize it. The reactants are: [NH:1]1[CH:5]=[C:4]([C:6]([OH:8])=O)[N:3]=[CH:2]1.Cl.[O:10]([CH2:17][CH2:18][C@@H:19]1[CH2:24][CH2:23][C@H:22]([CH2:25][NH2:26])[CH2:21][CH2:20]1)[C:11]1[CH:16]=[CH:15][CH:14]=[CH:13][CH:12]=1. (3) Given the product [CH2:3]([O:10][CH2:11][CH2:12][CH2:13][O:14][C:15]1[C:16]2[B:24]([OH:25])[O:28][CH:27]([CH2:30][N+:34]([O-:36])=[O:35])[C:17]=2[C:20]([F:23])=[CH:21][CH:22]=1)[C:4]1[CH:5]=[CH:6][CH:7]=[CH:8][CH:9]=1, predict the reactants needed to synthesize it. The reactants are: [OH-].[Na+].[CH2:3]([O:10][CH2:11][CH2:12][CH2:13][O:14][C:15]1[C:16]([B:24]2[O:28][C:27]([CH3:30])(C)C(C)(C)[O:25]2)=[C:17]([C:20]([F:23])=[CH:21][CH:22]=1)C=O)[C:4]1[CH:9]=[CH:8][CH:7]=[CH:6][CH:5]=1.C[N+:34]([O-:36])=[O:35].Cl. (4) Given the product [CH3:28][S:25]([C:23]1[CH:22]=[CH:21][C:20]([O:29][CH3:30])=[C:19]([NH:16][C:17]([NH:14][C:9]2[CH:10]=[CH:11][CH:12]=[C:13]3[C:8]=2[CH:7]=[N:6][N:5]3[CH2:4][CH2:3][CH:2]([CH3:15])[CH3:1])=[S:18])[CH:24]=1)(=[O:27])=[O:26], predict the reactants needed to synthesize it. The reactants are: [CH3:1][CH:2]([CH3:15])[CH2:3][CH2:4][N:5]1[C:13]2[C:8](=[C:9]([NH2:14])[CH:10]=[CH:11][CH:12]=2)[CH:7]=[N:6]1.[N:16]([C:19]1[CH:24]=[C:23]([S:25]([CH3:28])(=[O:27])=[O:26])[CH:22]=[CH:21][C:20]=1[O:29][CH3:30])=[C:17]=[S:18].CS(C1C=CC(OC)=C(NC(NC2C=CC=C3C=2C=NN3C)=S)C=1)(=O)=O. (5) Given the product [Cl:10][C:11]1[C:16]([Cl:17])=[CH:15][CH:14]=[CH:13][C:12]=1[N:18]1[C:19]([NH:5][CH2:4][C:3]2[CH:6]=[CH:7][CH:8]=[CH:9][C:2]=2[CH3:1])=[N:23][N:22]=[N:21]1, predict the reactants needed to synthesize it. The reactants are: [CH3:1][C:2]1[CH:9]=[CH:8][CH:7]=[CH:6][C:3]=1[CH2:4][NH2:5].[Cl:10][C:11]1[C:16]([Cl:17])=[CH:15][CH:14]=[CH:13][C:12]=1[N:18]=[C:19]=S.[N-:21]=[N+:22]=[N-:23].[Na+].